This data is from Reaction yield outcomes from USPTO patents with 853,638 reactions. The task is: Predict the reaction yield, written as a fraction of the theoretical maximum amount of product (1.0 means a 100% yield; for example, 0.34 means a 34% yield). (1) The reactants are C(OC([N:8]1[CH2:12][CH2:11][CH:10]([C:13]2[CH:18]=[CH:17][C:16]([NH:19][C:20]([O:22][CH2:23][CH2:24][C:25]3[CH:30]=[CH:29][C:28]([Cl:31])=[CH:27][CH:26]=3)=[O:21])=[CH:15][CH:14]=2)[CH2:9]1)=O)(C)(C)C.Cl.[OH-].[Na+]. The catalyst is C1COCC1.O1CCOCC1. The product is [Cl:31][C:28]1[CH:29]=[CH:30][C:25]([CH2:24][CH2:23][O:22][C:20](=[O:21])[NH:19][C:16]2[CH:17]=[CH:18][C:13]([CH:10]3[CH2:11][CH2:12][NH:8][CH2:9]3)=[CH:14][CH:15]=2)=[CH:26][CH:27]=1. The yield is 0.490. (2) The yield is 0.170. The product is [C:11]([C:8]1[CH:7]=[C:6]([NH:5][C:3](=[O:4])[C:2]([NH:19][CH3:18])([CH3:16])[CH3:15])[O:10][N:9]=1)([CH3:14])([CH3:13])[CH3:12]. The catalyst is ClC(Cl)C. The reactants are Br[C:2]([CH3:16])([CH3:15])[C:3]([NH:5][C:6]1[O:10][N:9]=[C:8]([C:11]([CH3:14])([CH3:13])[CH3:12])[CH:7]=1)=[O:4].Cl.[CH3:18][NH2:19]. (3) The reactants are [N+:1]([C:4]1[CH:9]=[CH:8][C:7]([O:10][CH:11]([CH2:16][CH2:17][CH:18]=[CH2:19])[CH2:12][CH2:13][CH:14]=[CH2:15])=[CH:6][CH:5]=1)([O-])=O.Cl.[OH-].[Na+]. The catalyst is [Fe].C(O)C. The product is [NH2:1][C:4]1[CH:5]=[CH:6][C:7]([O:10][CH:11]([CH2:16][CH2:17][CH:18]=[CH2:19])[CH2:12][CH2:13][CH:14]=[CH2:15])=[CH:8][CH:9]=1. The yield is 0.690. (4) The product is [F:1][C:2]1[CH:7]=[CH:6][C:5]([N:8]2[CH2:13][CH2:12][N:11]([S:14]([C:17]3[CH:22]=[CH:21][CH:20]=[C:19]([CH:23]4[CH2:28][CH2:27][N:26]([CH3:34])[CH2:25][CH2:24]4)[CH:18]=3)(=[O:16])=[O:15])[C@H:10]([CH3:29])[CH2:9]2)=[C:4]([C:30]([F:33])([F:31])[F:32])[CH:3]=1. The yield is 0.840. The catalyst is CO.C(Cl)Cl. The reactants are [F:1][C:2]1[CH:7]=[CH:6][C:5]([N:8]2[CH2:13][CH2:12][N:11]([S:14]([C:17]3[CH:22]=[CH:21][CH:20]=[C:19]([CH:23]4[CH2:28][CH2:27][NH:26][CH2:25][CH2:24]4)[CH:18]=3)(=[O:16])=[O:15])[C@H:10]([CH3:29])[CH2:9]2)=[C:4]([C:30]([F:33])([F:32])[F:31])[CH:3]=1.[CH3:34]C(O)=O.[BH3-]C#N.[Na+]. (5) The reactants are [OH:1][C:2]1[CH:9]=[C:8](O)[CH:7]=[CH:6][C:3]=1[CH:4]=O.[F:11][C:12]([F:22])([F:21])[CH2:13]/C=C/C(OCC)=O.C(=O)([O-])[O-:24].[K+].[K+].[C:29]([O:32][CH2:33][CH3:34])(=[O:31])[CH3:30]. No catalyst specified. The product is [OH:24][C:7]1[CH:6]=[C:3]2[C:2](=[CH:9][CH:8]=1)[O:1][CH:13]([C:12]([F:22])([F:21])[F:11])[C:30]([C:29]([O:32][CH2:33][CH3:34])=[O:31])=[CH:4]2. The yield is 0.980. (6) The reactants are Cl[C:2]1[CH:11]=[CH:10][N:9]=[C:8]2[C:3]=1[C:4]1[CH:16]=[C:15]([O:17][CH3:18])[C:14]([O:19][CH3:20])=[CH:13][C:5]=1[C:6](=[O:12])[NH:7]2.[F:21][C:22]1[CH:28]=[CH:27][CH:26]=[CH:25][C:23]=1[NH2:24]. No catalyst specified. The product is [F:21][C:22]1[CH:28]=[CH:27][CH:26]=[CH:25][C:23]=1[NH:24][C:2]1[CH:11]=[CH:10][N:9]=[C:8]2[C:3]=1[C:4]1[CH:16]=[C:15]([O:17][CH3:18])[C:14]([O:19][CH3:20])=[CH:13][C:5]=1[C:6](=[O:12])[NH:7]2. The yield is 0.0300. (7) The reactants are [NH2:1][C:2]1[NH:6][N:5]=[CH:4][C:3]=1[C:7]([C:9]1[S:10][CH:11]=[CH:12][CH:13]=1)=[O:8].CN(C)[CH:16]=[CH:17][C:18]([C:20]1[C:21]([O:32][CH3:33])=[C:22]([N:27]([CH3:31])[C:28](=[O:30])[CH3:29])[CH:23]=[C:24]([F:26])[CH:25]=1)=O.C(OCC)(=O)C. The catalyst is C(O)(=O)C. The product is [F:26][C:24]1[CH:25]=[C:20]([C:18]2[N:6]3[N:5]=[CH:4][C:3]([C:7]([C:9]4[S:10][CH:11]=[CH:12][CH:13]=4)=[O:8])=[C:2]3[N:1]=[CH:16][CH:17]=2)[C:21]([O:32][CH3:33])=[C:22]([N:27]([CH3:31])[C:28](=[O:30])[CH3:29])[CH:23]=1. The yield is 0.400. (8) The reactants are [C:1]([Si:5]([C:23]1[CH:28]=[CH:27][CH:26]=[CH:25][CH:24]=1)([C:17]1[CH:22]=[CH:21][CH:20]=[CH:19][CH:18]=1)[O:6][C@@H:7]1[CH2:11][C@@H:10](O)[C@@H:9]([O:13][CH:14]([CH3:16])[CH3:15])[CH2:8]1)([CH3:4])([CH3:3])[CH3:2].[N:29]1C=CC=C[CH:30]=1.FC(F)(F)S(OS(C(F)(F)F)(=O)=O)(=O)=O. The catalyst is C(Cl)Cl. The product is [C:1]([Si:5]([C:17]1[CH:22]=[CH:21][CH:20]=[CH:19][CH:18]=1)([C:23]1[CH:24]=[CH:25][CH:26]=[CH:27][CH:28]=1)[O:6][C@@H:7]1[CH2:11][C@H:10]([C:30]#[N:29])[C@@H:9]([O:13][CH:14]([CH3:15])[CH3:16])[CH2:8]1)([CH3:4])([CH3:2])[CH3:3]. The yield is 0.600. (9) The reactants are [C:1]([O:5][C:6]([NH:8][C@H:9]1[CH2:14][CH2:13][C@H:12]([C:15]([OH:17])=O)[CH2:11][CH2:10]1)=[O:7])([CH3:4])([CH3:3])[CH3:2].C1C(=O)[N:22](O)C(=O)C1.C1(N=C=NC2CCCCC2)CCCCC1.N. The catalyst is C(OCC)(=O)C.O1CCCC1.O. The product is [C:1]([O:5][C:6](=[O:7])[NH:8][C@H:9]1[CH2:14][CH2:13][C@H:12]([C:15](=[O:17])[NH2:22])[CH2:11][CH2:10]1)([CH3:4])([CH3:3])[CH3:2]. The yield is 0.760. (10) The reactants are [O:1]1[CH2:6][CH2:5][CH:4]([O:7][C:8]2[C:9]3[N:17]=[C:16]([C:18]4[N:23]=[C:22]([NH2:24])[CH:21]=[N:20][CH:19]=4)[CH:15]=[CH:14][C:10]=3[N:11]=[CH:12][N:13]=2)[CH2:3][CH2:2]1.[C:25]1([S:31](Cl)(=[O:33])=[O:32])[CH:30]=[CH:29][CH:28]=[CH:27][CH:26]=1. The catalyst is N1C=CC=CC=1.C(Cl)Cl. The product is [O:1]1[CH2:2][CH2:3][CH:4]([O:7][C:8]2[C:9]3[N:17]=[C:16]([C:18]4[N:23]=[C:22]([NH:24][S:31]([C:25]5[CH:30]=[CH:29][CH:28]=[CH:27][CH:26]=5)(=[O:33])=[O:32])[CH:21]=[N:20][CH:19]=4)[CH:15]=[CH:14][C:10]=3[N:11]=[CH:12][N:13]=2)[CH2:5][CH2:6]1. The yield is 0.140.